Dataset: Full USPTO retrosynthesis dataset with 1.9M reactions from patents (1976-2016). Task: Predict the reactants needed to synthesize the given product. (1) Given the product [CH2:10]([N:8]1[CH2:9][C:6]([CH2:5][OH:4])([C:17]([O:19][CH2:20][CH3:21])=[O:18])[CH2:7]1)[C:11]1[CH:16]=[CH:15][CH:14]=[CH:13][CH:12]=1, predict the reactants needed to synthesize it. The reactants are: C([O:4][CH2:5][C:6]1([C:17]([O:19][CH2:20][CH3:21])=[O:18])[CH2:9][N:8]([CH2:10][C:11]2[CH:16]=[CH:15][CH:14]=[CH:13][CH:12]=2)[CH2:7]1)(=O)C.C(=O)([O-])[O-].[K+].[K+]. (2) Given the product [ClH:1].[F:27][C:28]1[CH:33]=[C:32]([C:2]2[C:3]([N:8]3[CH2:13][CH2:12][N:11]([CH2:14][C:15]4[CH:16]=[N:17][N:18]([C:21]5[CH:26]=[CH:25][CH:24]=[CH:23][CH:22]=5)[C:19]=4[CH3:20])[CH2:10][CH2:9]3)=[N:4][CH:5]=[CH:6][N:7]=2)[CH:31]=[CH:30][C:29]=1[CH2:43][OH:44], predict the reactants needed to synthesize it. The reactants are: [Cl:1][C:2]1[C:3]([N:8]2[CH2:13][CH2:12][N:11]([CH2:14][C:15]3[CH:16]=[N:17][N:18]([C:21]4[CH:26]=[CH:25][CH:24]=[CH:23][CH:22]=4)[C:19]=3[CH3:20])[CH2:10][CH2:9]2)=[N:4][CH:5]=[CH:6][N:7]=1.[F:27][C:28]1[CH:33]=[C:32](B2OC(C)(C)C(C)(C)O2)[CH:31]=[CH:30][C:29]=1[CH2:43][OH:44].C(=O)([O-])[O-].[K+].[K+].O.